Dataset: Forward reaction prediction with 1.9M reactions from USPTO patents (1976-2016). Task: Predict the product of the given reaction. (1) Given the reactants [NH2:1][C:2]1[C:6]([C:7]([O:9][CH3:10])=[O:8])=[CH:5][N:4]([C:11]2([CH2:24][C:25]#[N:26])[CH2:16][CH2:15][N:14]([C:17]([O:19][C:20]([CH3:23])([CH3:22])[CH3:21])=[O:18])[CH2:13][CH2:12]2)[N:3]=1.[O-]P([O-])([O-])=O.[K+].[K+].[K+].Br[C:36]1[CH:41]=[CH:40][CH:39]=[CH:38][CH:37]=1.CC(C1C=C(C(C)C)C(C2C=CC=CC=2P(C2CCCCC2)C2CCCCC2)=C(C(C)C)C=1)C, predict the reaction product. The product is: [C:25]([CH2:24][C:11]1([N:4]2[CH:5]=[C:6]([C:7]([O:9][CH3:10])=[O:8])[C:2]([NH:1][C:36]3[CH:41]=[CH:40][CH:39]=[CH:38][CH:37]=3)=[N:3]2)[CH2:12][CH2:13][N:14]([C:17]([O:19][C:20]([CH3:22])([CH3:21])[CH3:23])=[O:18])[CH2:15][CH2:16]1)#[N:26]. (2) Given the reactants [C:1]1([S:7]([N:10]2[C:18]3[C:13](=[CH:14][C:15]([Cl:19])=[CH:16][CH:17]=3)[CH:12]=[C:11]2[CH3:20])(=[O:9])=[O:8])[CH:6]=[CH:5][CH:4]=[CH:3][CH:2]=1.[CH3:21][C:22](OC(C)=O)=[O:23].[Al+3].[Cl-].[Cl-].[Cl-], predict the reaction product. The product is: [C:22]([C:12]1[C:13]2[C:18](=[CH:17][CH:16]=[C:15]([Cl:19])[CH:14]=2)[N:10]([S:7]([C:1]2[CH:2]=[CH:3][CH:4]=[CH:5][CH:6]=2)(=[O:9])=[O:8])[C:11]=1[CH3:20])(=[O:23])[CH3:21]. (3) Given the reactants O[CH:2]1[CH2:7][CH2:6][N:5]([C:8]([O:10][C:11]([CH3:14])([CH3:13])[CH3:12])=[O:9])[CH2:4][CH2:3]1.Br[C:16]1[CH:21]=[CH:20][C:19]([S:22]([CH3:24])=[O:23])=[CH:18][CH:17]=1, predict the reaction product. The product is: [CH3:24][S:22]([C:19]1[CH:20]=[CH:21][C:16]([CH:2]2[CH2:7][CH2:6][N:5]([C:8]([O:10][C:11]([CH3:14])([CH3:13])[CH3:12])=[O:9])[CH2:4][CH2:3]2)=[CH:17][CH:18]=1)=[O:23]. (4) Given the reactants [CH2:1]([NH:8][C:9]1[CH:10]=[C:11]2[C:16](=[CH:17][CH:18]=1)[N:15]=[C:14]([CH3:19])[CH:13]=[C:12]2Cl)[C:2]1[CH:7]=[CH:6][CH:5]=[CH:4][CH:3]=1.[C:21]1([CH:27]2[CH2:31][CH2:30][NH:29][CH2:28]2)[CH:26]=[CH:25][CH:24]=[CH:23][CH:22]=1, predict the reaction product. The product is: [CH2:1]([NH:8][C:9]1[CH:10]=[C:11]2[C:16](=[CH:17][CH:18]=1)[N:15]=[C:14]([CH3:19])[CH:13]=[C:12]2[N:29]1[CH2:30][CH2:31][CH:27]([C:21]2[CH:26]=[CH:25][CH:24]=[CH:23][CH:22]=2)[CH2:28]1)[C:2]1[CH:7]=[CH:6][CH:5]=[CH:4][CH:3]=1. (5) Given the reactants [C:1]([C:3]1[CH:8]=[CH:7][C:6]([O:9][C:10]2[N:15]=[CH:14][C:13]([NH:16][C:17]([NH:19][C:20]([CH3:26])([C:22](OC)=[O:23])[CH3:21])=[O:18])=[CH:12][CH:11]=2)=[C:5]([C:27]([F:30])([F:29])[F:28])[CH:4]=1)#[N:2].C[O-].[Na+], predict the reaction product. The product is: [CH3:21][C:20]1([CH3:26])[C:22](=[O:23])[N:16]([C:13]2[CH:12]=[CH:11][C:10]([O:9][C:6]3[CH:7]=[CH:8][C:3]([C:1]#[N:2])=[CH:4][C:5]=3[C:27]([F:28])([F:29])[F:30])=[N:15][CH:14]=2)[C:17](=[O:18])[NH:19]1. (6) Given the reactants Cl[CH2:2][CH2:3][O:4][C:5]1[CH:6]=[C:7]2[C:12](=[CH:13][C:14]=1[O:15][CH3:16])[N:11]=[C:10]([C:17]1[CH:22]=[CH:21][CH:20]=[C:19]([NH:23][C:24](=[O:32])[CH2:25][N:26]3[CH2:31][CH2:30][O:29][CH2:28][CH2:27]3)[CH:18]=1)[N:9]=[C:8]2[NH:33][C:34]1[CH:35]=[C:36]2[C:40](=[CH:41][CH:42]=1)[N:39]([C:43]([O:45][C:46]([CH3:49])([CH3:48])[CH3:47])=[O:44])[N:38]=[CH:37]2.[NH:50]1[CH2:54][CH2:53][CH2:52][CH2:51]1, predict the reaction product. The product is: [CH3:16][O:15][C:14]1[CH:13]=[C:12]2[C:7]([C:8]([NH:33][C:34]3[CH:35]=[C:36]4[C:40](=[CH:41][CH:42]=3)[N:39]([C:43]([O:45][C:46]([CH3:49])([CH3:48])[CH3:47])=[O:44])[N:38]=[CH:37]4)=[N:9][C:10]([C:17]3[CH:22]=[CH:21][CH:20]=[C:19]([NH:23][C:24](=[O:32])[CH2:25][N:26]4[CH2:31][CH2:30][O:29][CH2:28][CH2:27]4)[CH:18]=3)=[N:11]2)=[CH:6][C:5]=1[O:4][CH2:3][CH2:2][N:50]1[CH2:54][CH2:53][CH2:52][CH2:51]1. (7) Given the reactants ClC1C(OC)=CC2CCNCC(C)C=2C=1.C[N:17]1[CH2:23][CH:22]([CH3:24])[C:21]2[CH:25]=[C:26]([Br:31])[C:27]([O:29][CH3:30])=[CH:28][C:20]=2[CH2:19][CH2:18]1.BrC1C(OC)=CC2CCNCC(CC)C=2C=1.ClC1C(OC)=CC2CCNCC(CC)C=2C=1.IC1C(OC)=CC2CCNCC(CC)C=2C=1.COC1C(C(F)(F)F)=CC2C(C)CNCCC=2C=1.COC1C(C(F)(F)C(F)(F)F)=CC2C(C)CNCCC=2C=1, predict the reaction product. The product is: [Br:31][C:26]1[C:27]([O:29][CH3:30])=[CH:28][C:20]2[CH2:19][CH2:18][NH:17][CH2:23][CH:22]([CH3:24])[C:21]=2[CH:25]=1. (8) Given the reactants [F:1][C:2]1[CH:7]=[CH:6][C:5]([C:8]2[CH:13]=[CH:12][N:11]=[CH:10][C:9]=2[N:14]([CH3:31])[C:15](=[O:30])[C:16]2[CH:21]=[C:20]([C:22]([F:25])([F:24])[F:23])[CH:19]=[C:18](C3COC3)[CH:17]=2)=[C:4]([O:32][CH3:33])[CH:3]=1.I[CH:35]1[CH2:38][N:37]([C:39]([O:41][C:42]([CH3:45])([CH3:44])[CH3:43])=[O:40])[CH2:36]1.Cl.N[C@@H]1CCCC[C@H]1O.C[Si](C)(C)N[Si](C)(C)C.[Na].[NH4+].[Cl-], predict the reaction product. The product is: [C:42]([O:41][C:39]([N:37]1[CH2:38][CH:35]([C:18]2[CH:19]=[C:20]([C:22]([F:25])([F:24])[F:23])[CH:21]=[C:16]([C:15](=[O:30])[N:14]([C:9]3[CH:10]=[N:11][CH:12]=[CH:13][C:8]=3[C:5]3[CH:6]=[CH:7][C:2]([F:1])=[CH:3][C:4]=3[O:32][CH3:33])[CH3:31])[CH:17]=2)[CH2:36]1)=[O:40])([CH3:45])([CH3:43])[CH3:44]. (9) Given the reactants [C:1]([N:4]1[C:13]2[C:8](=[CH:9][C:10]([C:14]3[CH:22]=[CH:21][C:17]([C:18]([OH:20])=O)=[CH:16][CH:15]=3)=[CH:11][CH:12]=2)[C@H:7]([NH:23][C:24]2[CH:29]=[CH:28][C:27]([C:30]#[N:31])=[CH:26][N:25]=2)[CH2:6][C@@H:5]1[CH3:32])(=[O:3])[CH3:2].C(Cl)CCl.C1C=CC2N(O)N=NC=2C=1.Cl.C([N:50]1CC[O:53][CH2:52][CH2:51]1)C.NCCO.C1C=CC2N(O)N=NC=2C=1, predict the reaction product. The product is: [C:1]([N:4]1[C:13]2[C:8](=[CH:9][C:10]([C:14]3[CH:15]=[CH:16][C:17]([C:18]([NH:50][CH2:51][CH2:52][OH:53])=[O:20])=[CH:21][CH:22]=3)=[CH:11][CH:12]=2)[C@H:7]([NH:23][C:24]2[CH:29]=[CH:28][C:27]([C:30]#[N:31])=[CH:26][N:25]=2)[CH2:6][C@@H:5]1[CH3:32])(=[O:3])[CH3:2]. (10) Given the reactants Cl.[Cl:2][C:3]1[CH:4]=[C:5]([NH:11][C@H:12]([CH2:18][NH:19][CH3:20])[CH2:13][C:14](OC)=[O:15])[CH:6]=[CH:7][C:8]=1[C:9]#[N:10].C([O-])([O-])=O.[K+].[K+], predict the reaction product. The product is: [Cl:2][C:3]1[CH:4]=[C:5]([NH:11][C@H:12]2[CH2:13][C:14](=[O:15])[N:19]([CH3:20])[CH2:18]2)[CH:6]=[CH:7][C:8]=1[C:9]#[N:10].